Predict which catalyst facilitates the given reaction. From a dataset of Catalyst prediction with 721,799 reactions and 888 catalyst types from USPTO. (1) Reactant: [Br-:1].[CH2:2]([P+:6]([CH2:28][CH2:29][CH2:30][CH3:31])([CH2:24][CH2:25][CH2:26][CH3:27])[CH2:7][CH2:8][CH2:9][NH:10][C:11](=[O:23])[C:12]1[CH:17]=[CH:16][C:15]([CH2:18][CH3:19])=[C:14]([N+:20]([O-:22])=[O:21])[CH:13]=1)[CH2:3][CH2:4][CH3:5].[CH2:32]=[O:33].CC(C)([O-])C.[K+].Cl. Product: [Br-:1].[CH2:28]([P+:6]([CH2:2][CH2:3][CH2:4][CH3:5])([CH2:24][CH2:25][CH2:26][CH3:27])[CH2:7][CH2:8][CH2:9][NH:10][C:11](=[O:23])[C:12]1[CH:17]=[CH:16][C:15]([CH:18]([CH3:19])[CH2:32][OH:33])=[C:14]([N+:20]([O-:22])=[O:21])[CH:13]=1)[CH2:29][CH2:30][CH3:31]. The catalyst class is: 816. (2) The catalyst class is: 4. Reactant: [N:1]1([NH:7][C:8](=[O:22])[C:9]2[CH:14]=[CH:13][C:12]([O:15][CH2:16][C:17]([OH:19])=O)=[C:11]([C:20]#[N:21])[CH:10]=2)[CH2:6][CH2:5][O:4][CH2:3][CH2:2]1.CN1CCOCC1.S(Cl)(Cl)=O.[NH2:34][C:35]1[CH:40]=[CH:39][C:38]([Cl:41])=[CH:37][N:36]=1.N1C=CC=CC=1. Product: [N:1]1([NH:7][C:8](=[O:22])[C:9]2[CH:14]=[CH:13][C:12]([O:15][CH2:16][C:17]([NH:34][C:35]3[CH:40]=[CH:39][C:38]([Cl:41])=[CH:37][N:36]=3)=[O:19])=[C:11]([C:20]#[N:21])[CH:10]=2)[CH2:2][CH2:3][O:4][CH2:5][CH2:6]1. (3) Reactant: [CH2:1]([NH2:7])[C@H:2]1[O:6][CH2:5][CH2:4][CH2:3]1.[Cl:8][C:9]1[N:14]=[C:13](Cl)[C:12]([Cl:16])=[CH:11][N:10]=1.C(N(CC)CC)C. Product: [Cl:8][C:9]1[N:14]=[C:13]([NH:7][CH2:1][C@@H:2]2[CH2:3][CH2:4][CH2:5][O:6]2)[C:12]([Cl:16])=[CH:11][N:10]=1. The catalyst class is: 5. (4) Reactant: [CH3:1][C:2]1[CH:7]=[CH:6][CH:5]=[C:4]([CH3:8])[C:3]=1[N:9]=[C:10]([C:12]1[CH:17]=[CH:16][CH:15]=[C:14]([C:18](=[N:20][C:21]2[CH:26]=[CH:25][CH:24]=[CH:23][C:22]=2[CH:27]([CH3:29])[CH3:28])[CH3:19])[N:13]=1)[CH3:11].[Fe:30]([Cl:32])[Cl:31]. Product: [Fe:30]([Cl:32])[Cl:31].[CH3:1][C:2]1[CH:7]=[CH:6][CH:5]=[C:4]([CH3:8])[C:3]=1[N:9]=[C:10]([C:12]1[CH:17]=[CH:16][CH:15]=[C:14]([C:18](=[N:20][C:21]2[CH:26]=[CH:25][CH:24]=[CH:23][C:22]=2[CH:27]([CH3:29])[CH3:28])[CH3:19])[N:13]=1)[CH3:11]. The catalyst class is: 1. (5) Product: [F:12][C:13]1[CH:14]=[CH:15][C:16]([C:19]2[CH:28]=[C:27]3[C:22]([CH:23]=[C:24]([S:29]([CH2:30][CH2:31][C:32]([O:34][CH3:35])=[O:33])(=[O:38])=[O:36])[CH:25]=[N:26]3)=[CH:21][CH:20]=2)=[CH:17][CH:18]=1. Reactant: ClC1C=C(C=CC=1)C(OO)=O.[F:12][C:13]1[CH:18]=[CH:17][C:16]([C:19]2[CH:28]=[C:27]3[C:22]([CH:23]=[C:24]([S:29][CH2:30][CH2:31][C:32]([O:34][CH3:35])=[O:33])[CH:25]=[N:26]3)=[CH:21][CH:20]=2)=[CH:15][CH:14]=1.[OH-:36].[Ca+2].[OH-:38]. The catalyst class is: 4.